Dataset: Full USPTO retrosynthesis dataset with 1.9M reactions from patents (1976-2016). Task: Predict the reactants needed to synthesize the given product. (1) Given the product [CH3:18][C:16]1([CH3:19])[C:15]2[C:10](=[CH:11][CH:12]=[C:13]([C:20]([F:23])([F:22])[F:21])[CH:14]=2)[NH:9][CH:8]([C:4]2[CH:3]=[C:2]([NH:24][C:25]([CH3:30])([CH3:29])[C:26]([OH:28])=[O:27])[CH:7]=[CH:6][CH:5]=2)[CH2:17]1, predict the reactants needed to synthesize it. The reactants are: Br[C:2]1[CH:3]=[C:4]([CH:8]2[CH2:17][C:16]([CH3:19])([CH3:18])[C:15]3[C:10](=[CH:11][CH:12]=[C:13]([C:20]([F:23])([F:22])[F:21])[CH:14]=3)[NH:9]2)[CH:5]=[CH:6][CH:7]=1.[NH2:24][C:25]([CH3:30])([CH3:29])[C:26]([OH:28])=[O:27].C(=O)([O-])[O-].[K+].[K+]. (2) Given the product [Cl:13][C:14]1[CH:15]=[C:16]([O:9][CH:7]2[CH2:8][N:3]([CH2:1][CH3:2])[CH2:4][C:5]3[CH:12]=[CH:11][O:10][C:6]2=3)[CH:17]=[CH:18][C:19]=1[Cl:20], predict the reactants needed to synthesize it. The reactants are: [CH2:1]([N:3]1[CH2:8][CH:7]([OH:9])[C:6]2[O:10][CH:11]=[CH:12][C:5]=2[CH2:4]1)[CH3:2].[Cl:13][C:14]1[CH:15]=[C:16](F)[CH:17]=[CH:18][C:19]=1[Cl:20]. (3) Given the product [F:15][C:14]1[CH:13]=[C:12]2[C:7]([CH:8]=[CH:9][CH:10]=[N:11]2)=[CH:6][C:5]=1[CH2:4][C:3]([NH:18][NH2:19])=[O:2], predict the reactants needed to synthesize it. The reactants are: C[O:2][C:3](=O)[CH2:4][C:5]1[CH:6]=[C:7]2[C:12](=[CH:13][C:14]=1[F:15])[N:11]=[CH:10][CH:9]=[CH:8]2.O.[NH2:18][NH2:19]. (4) The reactants are: C(OC(=O)[NH:7][C@H:8]([CH:11]([C:13]1[O:17][N:16]=[C:15]([CH2:18][CH3:19])[N:14]=1)[OH:12])[CH2:9][CH3:10])(C)(C)C.FC(F)(F)C(O)=O. Given the product [NH2:7][CH:8]([CH2:9][CH3:10])[C@@H:11]([C:13]1[O:17][N:16]=[C:15]([CH2:18][CH3:19])[N:14]=1)[OH:12], predict the reactants needed to synthesize it. (5) The reactants are: [CH2:1]=[C:2]1[CH2:15][CH2:14][C:5]2([C:13]3[C:8](=[CH:9][CH:10]=[CH:11][CH:12]=3)[CH2:7][O:6]2)[CH2:4][C:3]1=O.CSC.B.[OH-:21].[Na+].[O-:23]O. Given the product [OH:21][CH2:1][CH:2]1[CH2:15][CH2:14][C:5]2([C:13]3[C:8](=[CH:9][CH:10]=[CH:11][CH:12]=3)[C:7](=[O:23])[O:6]2)[CH2:4][CH2:3]1, predict the reactants needed to synthesize it. (6) The reactants are: FC(F)(F)C([N:5]1[CH2:10][CH2:9][CH:8]([CH:11]2[C:24]3[CH:23]=[CH:22][C:21]([C:25]4[CH:30]=[CH:29][CH:28]=[CH:27][C:26]=4[NH:31][C:32](=[O:34])[CH3:33])=[CH:20][C:19]=3[O:18][C:17]3[C:12]2=[CH:13][CH:14]=[CH:15][CH:16]=3)[CH2:7][CH2:6]1)=O.C(NC(C1C=CC2C(=C3CCN(C(=O)C(F)(F)F)CC3)C3C(OC=2C=1)=C(O)C=CC=3)=O)C.[OH-].[Na+].C(=O)([O-])[O-].[K+].[K+]. Given the product [NH:5]1[CH2:10][CH2:9][CH:8]([CH:11]2[C:24]3[CH:23]=[CH:22][C:21]([C:25]4[CH:30]=[CH:29][CH:28]=[CH:27][C:26]=4[NH:31][C:32](=[O:34])[CH3:33])=[CH:20][C:19]=3[O:18][C:17]3[C:12]2=[CH:13][CH:14]=[CH:15][CH:16]=3)[CH2:7][CH2:6]1, predict the reactants needed to synthesize it.